Dataset: Human liver microsome stability data. Task: Regression/Classification. Given a drug SMILES string, predict its absorption, distribution, metabolism, or excretion properties. Task type varies by dataset: regression for continuous measurements (e.g., permeability, clearance, half-life) or binary classification for categorical outcomes (e.g., BBB penetration, CYP inhibition). Dataset: hlm. The compound is CCC(CC)O[C@@H]1C=C(C(=O)O)C[C@H](NCc2ccc(N(CC)CC)cc2)[C@H]1NC(C)=O. The result is 0 (unstable in human liver microsomes).